Dataset: Reaction yield outcomes from USPTO patents with 853,638 reactions. Task: Predict the reaction yield, written as a fraction of the theoretical maximum amount of product (1.0 means a 100% yield; for example, 0.34 means a 34% yield). (1) The catalyst is CS(C)=O. The product is [Cl:1][C:2]1[CH:25]=[CH:24][C:5]([CH2:6][C:7]([C:10]2[CH:15]=[CH:14][C:13]([O:16][C:17]3[CH:22]=[CH:21][C:20]([Cl:23])=[CH:19][CH:18]=3)=[CH:12][N:11]=2)([OH:8])[CH2:9][N:27]2[CH:31]=[N:30][N:29]=[N:28]2)=[C:4]([F:26])[CH:3]=1. The yield is 0.340. The reactants are [Cl:1][C:2]1[CH:25]=[CH:24][C:5]([CH2:6][C:7]2([C:10]3[CH:15]=[CH:14][C:13]([O:16][C:17]4[CH:22]=[CH:21][C:20]([Cl:23])=[CH:19][CH:18]=4)=[CH:12][N:11]=3)[CH2:9][O:8]2)=[C:4]([F:26])[CH:3]=1.[NH:27]1[CH:31]=[N:30][N:29]=[N:28]1.C([O-])([O-])=O.[K+].[K+].N#N. (2) The reactants are [C:1]([O:5][C:6](=[O:25])[N:7]([CH2:9][C:10]1[CH:14]=[C:13](Br)[N:12]([S:16]([C:19]2[CH:20]=[N:21][CH:22]=[CH:23][CH:24]=2)(=[O:18])=[O:17])[CH:11]=1)[CH3:8])([CH3:4])([CH3:3])[CH3:2].[CH3:26][S:27]([C:30]1[CH:35]=[CH:34][C:33](B(O)O)=[CH:32][CH:31]=1)(=[O:29])=[O:28].C(=O)([O-])[O-].[Na+].[Na+].COCCOC. The catalyst is C1C=CC([P]([Pd]([P](C2C=CC=CC=2)(C2C=CC=CC=2)C2C=CC=CC=2)([P](C2C=CC=CC=2)(C2C=CC=CC=2)C2C=CC=CC=2)[P](C2C=CC=CC=2)(C2C=CC=CC=2)C2C=CC=CC=2)(C2C=CC=CC=2)C2C=CC=CC=2)=CC=1.O. The product is [CH3:8][N:7]([CH2:9][C:10]1[CH:14]=[C:13]([C:33]2[CH:34]=[CH:35][C:30]([S:27]([CH3:26])(=[O:29])=[O:28])=[CH:31][CH:32]=2)[N:12]([S:16]([C:19]2[CH:20]=[N:21][CH:22]=[CH:23][CH:24]=2)(=[O:18])=[O:17])[CH:11]=1)[C:6](=[O:25])[O:5][C:1]([CH3:4])([CH3:3])[CH3:2]. The yield is 0.640. (3) The reactants are F[C:2]1C(N)=NC(N)=NC=1.[OH:10][C:11]1[CH:19]=[CH:18][C:17]([N+:20]([O-:22])=[O:21])=[CH:16][C:12]=1[C:13]([OH:15])=[O:14].C(=O)([O-])[O-].[K+].[K+].IC. No catalyst specified. The product is [OH:10][C:11]1[CH:19]=[CH:18][C:17]([N+:20]([O-:22])=[O:21])=[CH:16][C:12]=1[C:13]([O:15][CH3:2])=[O:14]. The yield is 0.770. (4) The reactants are [F:1][C:2]1[CH:7]=[CH:6][C:5]([C:8]2[C:13](/[CH:14]=[CH:15]/[CH:16]=[O:17])=[C:12]([CH:18]([CH3:20])[CH3:19])[N:11]=[C:10]([N:21]([CH3:26])[S:22]([CH3:25])(=[O:24])=[O:23])[N:9]=2)=[CH:4][CH:3]=1.[Cl-].[Li+].[CH2:29]([O:31][C:32]([O:39][Si](C)(C)C)=[CH:33][C:34]([O:36]CC)=[CH2:35])[CH3:30].Cl. The catalyst is O1CCCC1.CC(OC)(C)C.O. The product is [F:1][C:2]1[CH:3]=[CH:4][C:5]([C:8]2[C:13](/[CH:14]=[CH:15]/[C@@H:16]([OH:17])[CH2:35][C:34](=[O:36])[CH2:33][C:32]([O:31][CH2:29][CH3:30])=[O:39])=[C:12]([CH:18]([CH3:20])[CH3:19])[N:11]=[C:10]([N:21]([CH3:26])[S:22]([CH3:25])(=[O:24])=[O:23])[N:9]=2)=[CH:6][CH:7]=1. The yield is 0.400.